This data is from Forward reaction prediction with 1.9M reactions from USPTO patents (1976-2016). The task is: Predict the product of the given reaction. (1) The product is: [C:32]([C:29]1([NH:28][C:19](=[O:21])[C:18]2[CH:22]=[CH:23][C:15]([NH:14][C:10]3[N:9]=[C:8]([N:5]4[CH2:6][CH2:7][C@@:3]([C:1]#[N:2])([CH2:25][CH3:26])[C:4]4=[O:24])[CH:13]=[CH:12][N:11]=3)=[CH:16][CH:17]=2)[CH2:31][CH2:30]1)#[N:33]. Given the reactants [C:1]([C@@:3]1([CH2:25][CH3:26])[CH2:7][CH2:6][N:5]([C:8]2[CH:13]=[CH:12][N:11]=[C:10]([NH:14][C:15]3[CH:23]=[CH:22][C:18]([C:19]([OH:21])=O)=[CH:17][CH:16]=3)[N:9]=2)[C:4]1=[O:24])#[N:2].Cl.[NH2:28][C:29]1([C:32]#[N:33])[CH2:31][CH2:30]1.C(N=C=NCCCN(C)C)C.ON1C2C=CC=CC=2N=N1.C(=O)([O-])O.[Na+], predict the reaction product. (2) Given the reactants [H-].[H-].[H-].[H-].[Li+].[Al+3].[CH2:7]1[CH2:12][CH2:11][CH:10]([C@H:13]([NH2:17])[C:14](O)=[O:15])[CH2:9][CH2:8]1.O.[OH-].[Na+], predict the reaction product. The product is: [NH2:17][C@@H:13]([CH:10]1[CH2:11][CH2:12][CH2:7][CH2:8][CH2:9]1)[CH2:14][OH:15]. (3) The product is: [CH2:1]([N:8]1[CH:13]([CH:14]([F:16])[F:15])[CH2:12][O:11][C:10]([CH2:18][CH2:19][O:20][CH2:21][C:22]2[CH:23]=[CH:24][CH:25]=[CH:26][CH:27]=2)([CH3:17])[CH2:9]1)[C:2]1[CH:3]=[CH:4][CH:5]=[CH:6][CH:7]=1. Given the reactants [CH2:1]([N:8]1[CH:13]([CH:14]([F:16])[F:15])[CH2:12][O:11][C:10]([CH2:18][CH2:19][O:20][CH2:21][C:22]2[CH:27]=[CH:26][CH:25]=[CH:24][CH:23]=2)([CH3:17])[C:9]1=O)[C:2]1[CH:7]=[CH:6][CH:5]=[CH:4][CH:3]=1.CO, predict the reaction product. (4) Given the reactants C(OC(N[C@H](CCCCNC(OC(C)(C)C)=O)C(NCCC([O:17][C:18]1[CH:19]=[CH:20][C:21]2[C:27]3[C:28]([O:36][CH3:37])=[C:29]([O:34][CH3:35])[C:30]([O:32][CH3:33])=[CH:31][C:26]=3[CH2:25][CH2:24][C@H:23]([NH:38][C:39](=[O:41])[CH3:40])[C:22]=2[CH:42]=1)=O)=O)=O)(C)(C)C.[NH:55]1[CH2:60][CH2:59][O:58][CH2:57][CH2:56]1, predict the reaction product. The product is: [OH:17][CH:18]([CH2:19][N:55]1[CH2:60][CH2:59][O:58][CH2:57][CH2:56]1)[CH2:42][O:17][C:18]1[CH:19]=[CH:20][C:21]2[C:27]3[C:28]([O:36][CH3:37])=[C:29]([O:34][CH3:35])[C:30]([O:32][CH3:33])=[CH:31][C:26]=3[CH2:25][CH2:24][C@H:23]([NH:38][C:39](=[O:41])[CH3:40])[C:22]=2[CH:42]=1. (5) Given the reactants C(NC(C)C)(C)C.[Li]CCCC.CCCCCC.[Br:19][C:20]1[CH:21]=[CH:22][C:23]([F:26])=[N:24][CH:25]=1.[CH:27](OCC)=[O:28], predict the reaction product. The product is: [Br:19][C:20]1[CH:25]=[N:24][C:23]([F:26])=[C:22]([CH:21]=1)[CH:27]=[O:28].